Task: Predict the reaction yield, written as a fraction of the theoretical maximum amount of product (1.0 means a 100% yield; for example, 0.34 means a 34% yield).. Dataset: Reaction yield outcomes from USPTO patents with 853,638 reactions (1) The product is [CH3:66][O:65][C:59]1[CH:60]=[C:61]([O:63][CH3:64])[CH:62]=[C:18]([O:17][CH3:16])[C:19]=1/[CH:20]=[CH:21]/[CH:22]([S:32]([CH:35](/[CH:45]=[CH:46]/[C:47]1[C:48]([O:57][CH3:58])=[CH:49][C:50]([O:55][CH3:56])=[CH:51][C:52]=1[O:53][CH3:54])[C:36]1[CH:41]=[CH:40][C:39]([O:42][CH3:43])=[C:38]([NH:44][C:7](=[O:8])[C:6]2[CH:5]=[C:4]([N+:1]([O-:3])=[O:2])[CH:12]=[C:11]([N+:13]([O-:15])=[O:14])[CH:10]=2)[CH:37]=1)(=[O:34])=[O:33])[C:23]1[CH:28]=[CH:27][C:26]([O:29][CH3:30])=[C:25]([NH:31][C:7](=[O:8])[C:6]2[CH:5]=[C:4]([N+:1]([O-:3])=[O:2])[CH:12]=[C:11]([N+:13]([O-:15])=[O:14])[CH:10]=2)[CH:24]=1. The reactants are [N+:1]([C:4]1[CH:5]=[C:6]([CH:10]=[C:11]([N+:13]([O-:15])=[O:14])[CH:12]=1)[C:7](Cl)=[O:8])([O-:3])=[O:2].[CH3:16][O:17][C:18]1[CH:62]=[C:61]([O:63][CH3:64])[CH:60]=[C:59]([O:65][CH3:66])[C:19]=1[CH:20]=[CH:21][CH:22]([S:32]([CH:35]([CH:45]=[CH:46][C:47]1[C:52]([O:53][CH3:54])=[CH:51][C:50]([O:55][CH3:56])=[CH:49][C:48]=1[O:57][CH3:58])[C:36]1[CH:41]=[CH:40][C:39]([O:42][CH3:43])=[C:38]([NH2:44])[CH:37]=1)(=[O:34])=[O:33])[C:23]1[CH:28]=[CH:27][C:26]([O:29][CH3:30])=[C:25]([NH2:31])[CH:24]=1. The catalyst is O1CCCC1. The yield is 0.800. (2) The reactants are [CH:1]1([NH:4][C:5]([C:7]2[CH:8]=[CH:9][C:10]([CH3:25])=[C:11]([NH:13][C:14](=[O:24])[C:15]3[CH:20]=[C:19]([F:21])[C:18](F)=[C:17]([F:23])[CH:16]=3)[CH:12]=2)=[O:6])[CH2:3][CH2:2]1.[N:26]1[CH:31]=[CH:30][CH:29]=[CH:28][C:27]=1[CH2:32][OH:33].CC(C)([O-])C.[K+]. The catalyst is CN1C(=O)CCC1.C(OCC)(=O)C. The product is [CH:1]1([NH:4][C:5]([C:7]2[CH:8]=[CH:9][C:10]([CH3:25])=[C:11]([NH:13][C:14](=[O:24])[C:15]3[CH:20]=[C:19]([F:21])[C:18]([O:33][CH2:32][C:27]4[CH:28]=[CH:29][CH:30]=[CH:31][N:26]=4)=[C:17]([F:23])[CH:16]=3)[CH:12]=2)=[O:6])[CH2:3][CH2:2]1. The yield is 0.230. (3) The reactants are [CH3:1][N:2]([C:11]1[CH:12]=[CH:13][CH:14]=[C:15]2[C:19]=1[NH:18][C:17]([C:20]1[S:21][C:22]3([CH2:29][CH2:28][NH:27][CH2:26][CH2:25]3)[CH2:23][N:24]=1)=[CH:16]2)[S:3]([C:6]1[S:7][CH:8]=[CH:9][CH:10]=1)(=[O:5])=[O:4].Cl[CH2:31][C:32]1N=CO[N:33]=1.C(=O)([O-])[O-].[K+].[K+].CN(C)C=O. The catalyst is O. The product is [C:32]([CH2:31][N:27]1[CH2:28][CH2:29][C:22]2([S:21][C:20]([C:17]3[NH:18][C:19]4[C:15]([CH:16]=3)=[CH:14][CH:13]=[CH:12][C:11]=4[N:2]([CH3:1])[S:3]([C:6]3[S:7][CH:8]=[CH:9][CH:10]=3)(=[O:4])=[O:5])=[N:24][CH2:23]2)[CH2:25][CH2:26]1)#[N:33]. The yield is 0.470. (4) The reactants are [CH3:1][O:2][C:3]1[CH:13]=[CH:12][C:6]2[CH2:7][CH2:8][NH:9][CH2:10][CH2:11][C:5]=2[CH:4]=1.[F:14][C:15]([F:26])([F:25])[C:16](O[C:19](=[O:24])[C:20]([F:23])([F:22])[F:21])=[O:17].[N+:27]([O-:30])([O-:29])=[O:28].[K+]. The catalyst is C(#N)C. The product is [F:14][C:15]([F:26])([F:25])[C:16]([N:9]1[CH2:10][CH2:11][C:5]2[CH:4]=[C:3]([O:2][CH3:1])[C:13]([N+:27]([O-:29])=[O:28])=[CH:12][C:6]=2[CH2:7][CH2:8]1)=[O:17].[F:23][C:20]([F:21])([F:22])[C:19]([N:9]1[CH2:10][CH2:11][C:5]2[C:4]([N+:27]([O-:30])=[O:28])=[C:3]([O:2][CH3:1])[CH:13]=[CH:12][C:6]=2[CH2:7][CH2:8]1)=[O:24]. The yield is 0.380. (5) The yield is 0.870. The reactants are [NH:1]1[C:9]2[C:4](=[CH:5][CH:6]=[CH:7][CH:8]=2)[C:3]([CH2:10][C@H:11]([NH:13][CH2:14][C:15]([F:36])([F:35])[CH2:16][O:17][Si](C(C)(C)C)(C2C=CC=CC=2)C2C=CC=CC=2)[CH3:12])=[CH:2]1.CCCC[N+](CCCC)(CCCC)CCCC.[F-]. The catalyst is C1COCC1.O. The product is [NH:1]1[C:9]2[C:4](=[CH:5][CH:6]=[CH:7][CH:8]=2)[C:3]([CH2:10][C@H:11]([NH:13][CH2:14][C:15]([F:35])([F:36])[CH2:16][OH:17])[CH3:12])=[CH:2]1. (6) The reactants are [CH3:1][N:2]1[C:10](=[O:11])[C:9]2[N:8]([CH2:12][C:13]3[CH:22]=[CH:21][C:16]([C:17](OC)=[O:18])=[CH:15][CH:14]=3)[C:7]([CH2:23][O:24][CH2:25][CH2:26][CH3:27])=[N:6][C:5]=2[N:4]([CH3:28])[C:3]1=[O:29].[BH4-].[Li+].[Cl-].[NH4+]. The catalyst is C1COCC1. The product is [OH:18][CH2:17][C:16]1[CH:21]=[CH:22][C:13]([CH2:12][N:8]2[C:9]3[C:10](=[O:11])[N:2]([CH3:1])[C:3](=[O:29])[N:4]([CH3:28])[C:5]=3[N:6]=[C:7]2[CH2:23][O:24][CH2:25][CH2:26][CH3:27])=[CH:14][CH:15]=1. The yield is 0.600. (7) The reactants are [C:1](CC(O)=O)#[N:2].C(O[C:11](=[O:13])[CH3:12])(=O)C.[CH2:14]([NH:18][C:19]([NH:21][CH3:22])=[S:20])[CH:15]([CH3:17])[CH3:16].[OH-].[Na+]. The catalyst is C(O)C. The product is [NH2:2][C:1]1[N:18]([CH2:14][CH:15]([CH3:17])[CH3:16])[C:19](=[S:20])[N:21]([CH3:22])[C:11](=[O:13])[CH:12]=1. The yield is 0.290.